This data is from NCI-60 drug combinations with 297,098 pairs across 59 cell lines. The task is: Regression. Given two drug SMILES strings and cell line genomic features, predict the synergy score measuring deviation from expected non-interaction effect. (1) Drug 1: CS(=O)(=O)C1=CC(=C(C=C1)C(=O)NC2=CC(=C(C=C2)Cl)C3=CC=CC=N3)Cl. Drug 2: C(CCl)NC(=O)N(CCCl)N=O. Cell line: SR. Synergy scores: CSS=72.3, Synergy_ZIP=0.168, Synergy_Bliss=2.46, Synergy_Loewe=-3.21, Synergy_HSA=5.18. (2) Drug 1: C1CC(=O)NC(=O)C1N2CC3=C(C2=O)C=CC=C3N. Drug 2: COC1=CC(=CC(=C1O)OC)C2C3C(COC3=O)C(C4=CC5=C(C=C24)OCO5)OC6C(C(C7C(O6)COC(O7)C8=CC=CS8)O)O. Cell line: U251. Synergy scores: CSS=42.0, Synergy_ZIP=-6.89, Synergy_Bliss=-7.46, Synergy_Loewe=-31.1, Synergy_HSA=-4.78. (3) Drug 1: CC1C(C(CC(O1)OC2CC(OC(C2O)C)OC3=CC4=CC5=C(C(=O)C(C(C5)C(C(=O)C(C(C)O)O)OC)OC6CC(C(C(O6)C)O)OC7CC(C(C(O7)C)O)OC8CC(C(C(O8)C)O)(C)O)C(=C4C(=C3C)O)O)O)O. Drug 2: CC1C(C(CC(O1)OC2CC(CC3=C2C(=C4C(=C3O)C(=O)C5=CC=CC=C5C4=O)O)(C(=O)C)O)N)O. Cell line: RXF 393. Synergy scores: CSS=52.7, Synergy_ZIP=21.8, Synergy_Bliss=21.6, Synergy_Loewe=13.1, Synergy_HSA=23.3. (4) Drug 1: CC12CCC3C(C1CCC2O)C(CC4=C3C=CC(=C4)O)CCCCCCCCCS(=O)CCCC(C(F)(F)F)(F)F. Drug 2: CC(C)CN1C=NC2=C1C3=CC=CC=C3N=C2N. Cell line: NCI-H522. Synergy scores: CSS=-2.61, Synergy_ZIP=1.11, Synergy_Bliss=-1.31, Synergy_Loewe=-1.35, Synergy_HSA=-3.25. (5) Drug 1: CN1C2=C(C=C(C=C2)N(CCCl)CCCl)N=C1CCCC(=O)O.Cl. Drug 2: CC12CCC3C(C1CCC2O)C(CC4=C3C=CC(=C4)O)CCCCCCCCCS(=O)CCCC(C(F)(F)F)(F)F. Cell line: OVCAR3. Synergy scores: CSS=2.12, Synergy_ZIP=2.43, Synergy_Bliss=4.89, Synergy_Loewe=5.41, Synergy_HSA=3.88.